The task is: Predict the product of the given reaction.. This data is from Forward reaction prediction with 1.9M reactions from USPTO patents (1976-2016). (1) Given the reactants [CH2:1]([O:3][P:4]([CH:8]([C:10]1[CH:15]=[CH:14][CH:13]=[C:12](Br)[CH:11]=1)[F:9])[O:5][CH2:6][CH3:7])[CH3:2].CC1CCCC(C)N1.[F:25][CH:26]([F:36])[O:27][C:28]1[CH:33]=[CH:32][C:31]([C:34]#[CH:35])=[CH:30][CH:29]=1, predict the reaction product. The product is: [CH2:1]([O:3][P:4]([CH:8]([C:10]1[CH:15]=[CH:14][CH:13]=[C:12]([C:35]#[C:34][C:31]2[CH:30]=[CH:29][C:28]([O:27][CH:26]([F:25])[F:36])=[CH:33][CH:32]=2)[CH:11]=1)[F:9])[O:5][CH2:6][CH3:7])[CH3:2]. (2) The product is: [Cl:42][C:28]1[CH:27]=[C:26]([NH:25][C:23]2[C:24]3[N:16]([CH2:15][CH2:14][O:13][CH2:12][CH2:11][OH:10])[CH:17]=[CH:18][C:19]=3[N:20]=[CH:21][N:22]=2)[CH:41]=[CH:40][C:29]=1[O:30][C:31]1[CH:32]=[C:33]([CH:37]=[CH:38][CH:39]=1)[C:34]([NH:46][CH:43]1[CH2:45][CH2:44]1)=[O:36]. Given the reactants Cl.C([O:10][CH2:11][CH2:12][O:13][CH2:14][CH2:15][N:16]1[C:24]2[C:23]([NH:25][C:26]3[CH:41]=[CH:40][C:29]([O:30][C:31]4[CH:32]=[C:33]([CH:37]=[CH:38][CH:39]=4)[C:34]([OH:36])=O)=[C:28]([Cl:42])[CH:27]=3)=[N:22][CH:21]=[N:20][C:19]=2[CH:18]=[CH:17]1)(=O)C1C=CC=CC=1.[CH:43]1([NH2:46])[CH2:45][CH2:44]1.Cl.C(N=C=NCCCN(C)C)C.ON1C2C=CC=CC=2N=N1.[OH-].[Na+], predict the reaction product. (3) Given the reactants [F:1][C:2]([F:16])([F:15])[C:3]1[C:4]([N:9]2[CH2:14][CH2:13][NH:12][CH2:11][CH2:10]2)=[N:5][CH:6]=[CH:7][CH:8]=1.[Br:17][C:18]1[C:26]2[N:25]=[C:24](Cl)[NH:23][C:22]=2[CH:21]=[C:20]([C:28]([F:31])([F:30])[F:29])[CH:19]=1, predict the reaction product. The product is: [Br:17][C:18]1[C:26]2[N:25]=[C:24]([N:12]3[CH2:11][CH2:10][N:9]([C:4]4[C:3]([C:2]([F:1])([F:15])[F:16])=[CH:8][CH:7]=[CH:6][N:5]=4)[CH2:14][CH2:13]3)[NH:23][C:22]=2[CH:21]=[C:20]([C:28]([F:31])([F:30])[F:29])[CH:19]=1. (4) Given the reactants [Cl:1][C:2]1[CH:7]=[CH:6][C:5]([CH2:8][C:9]([CH:11]2[CH2:16][CH2:15][O:14][CH2:13][CH2:12]2)=O)=[CH:4][C:3]=1[O:17][CH2:18][CH2:19][CH2:20][O:21][CH3:22].C([O-])(=O)C.[NH4+].[BH3-]C#[N:30].[Na+], predict the reaction product. The product is: [Cl:1][C:2]1[CH:7]=[CH:6][C:5]([CH2:8][CH:9]([CH:11]2[CH2:16][CH2:15][O:14][CH2:13][CH2:12]2)[NH2:30])=[CH:4][C:3]=1[O:17][CH2:18][CH2:19][CH2:20][O:21][CH3:22]. (5) Given the reactants [Cl:1][C:2]1[CH:7]=[CH:6][C:5]([C:8]2[C:14]3[C:15]([CH3:19])=[C:16]([CH3:18])[S:17][C:13]=3[N:12]3[C:20]([CH3:23])=[N:21][N:22]=[C:11]3[C@@:10]3([CH2:25][C@H:24]3[CH2:26][OH:27])[N:9]=2)=[CH:4][CH:3]=1.CC(OI1(OC(C)=O)(OC(C)=O)OC(=O)C2C=CC=CC1=2)=O, predict the reaction product. The product is: [Cl:1][C:2]1[CH:3]=[CH:4][C:5]([C:8]2[C:14]3[C:15]([CH3:19])=[C:16]([CH3:18])[S:17][C:13]=3[N:12]3[C:20]([CH3:23])=[N:21][N:22]=[C:11]3[C@:10]3([CH2:25][CH:24]3[CH:26]=[O:27])[N:9]=2)=[CH:6][CH:7]=1. (6) Given the reactants Br[C:2]1[CH:7]=[CH:6][N:5]=[C:4]([NH:8][C:9](=[O:11])[CH3:10])[CH:3]=1.[CH3:12][Si:13]([C:16]#[CH:17])([CH3:15])[CH3:14], predict the reaction product. The product is: [CH3:12][Si:13]([C:16]#[C:17][C:2]1[CH:7]=[CH:6][N:5]=[C:4]([NH:8][C:9](=[O:11])[CH3:10])[CH:3]=1)([CH3:15])[CH3:14]. (7) Given the reactants [CH3:1][O:2][C:3](=[O:12])[C:4]1[CH:9]=[C:8]([CH3:10])[CH:7]=[CH:6][C:5]=1[NH2:11].C(N(CC)CC)C.[C:20](Cl)(Cl)=[O:21].C1(C)C=CC=CC=1.[C:31]1([SH:37])[CH:36]=[CH:35][CH:34]=[CH:33][CH:32]=1.[N-]=C=O, predict the reaction product. The product is: [CH3:10][C:8]1[CH:7]=[CH:6][C:5]([NH:11][C:20]([S:37][C:31]2[CH:36]=[CH:35][CH:34]=[CH:33][CH:32]=2)=[O:21])=[C:4]([CH:9]=1)[C:3]([O:2][CH3:1])=[O:12].